The task is: Predict the reaction yield, written as a fraction of the theoretical maximum amount of product (1.0 means a 100% yield; for example, 0.34 means a 34% yield).. This data is from Reaction yield outcomes from USPTO patents with 853,638 reactions. (1) The reactants are C([O:5][C:6]([C:8]1[CH:30]=[CH:29][C:11]([O:12][C:13]2[CH:22]=[C:21]3[C:16]([CH:17]([C:23]([O:25][CH3:26])=[O:24])[CH2:18][CH2:19][O:20]3)=[CH:15][C:14]=2[C:27]#[N:28])=[CH:10][CH:9]=1)=[O:7])(C)(C)C.FC(F)(F)C(O)=O. The catalyst is ClCCl.CCOC(C)=O. The product is [C:27]([C:14]1[CH:15]=[C:16]2[C:21](=[CH:22][C:13]=1[O:12][C:11]1[CH:29]=[CH:30][C:8]([C:6]([OH:7])=[O:5])=[CH:9][CH:10]=1)[O:20][CH2:19][CH2:18][CH:17]2[C:23]([O:25][CH3:26])=[O:24])#[N:28]. The yield is 0.819. (2) The reactants are Cl[C:2]([O:4][CH2:5][CH2:6][CH2:7][CH3:8])=[O:3].CCN(C(C)C)C(C)C.Cl.[NH2:19][C@@H:20]([CH2:25][CH:26]=[CH2:27])[C:21]([O:23][CH3:24])=[O:22].Cl. The catalyst is C(Cl)Cl. The product is [CH2:5]([O:4][C:2]([NH:19][C@@H:20]([CH2:25][CH:26]=[CH2:27])[C:21]([O:23][CH3:24])=[O:22])=[O:3])[CH2:6][CH2:7][CH3:8]. The yield is 0.520. (3) The reactants are C(OC([N:8]1[CH2:11][C:10]2([CH2:14][N:13]([C:15]3[N:20]=[C:19]([N:21]4[C:25]5[CH:26]=[CH:27][CH:28]=[CH:29][C:24]=5[N:23]=[C:22]4[CH:30]([F:32])[F:31])[N:18]=[C:17]([N:33]4[CH2:38][CH2:37][O:36][CH2:35][CH2:34]4)[N:16]=3)[CH2:12]2)[CH2:9]1)=O)(C)(C)C. The catalyst is C(Cl)Cl.FC(F)(F)C(O)=O. The product is [F:32][CH:30]([F:31])[C:22]1[N:21]([C:19]2[N:20]=[C:15]([N:13]3[CH2:14][C:10]4([CH2:11][NH:8][CH2:9]4)[CH2:12]3)[N:16]=[C:17]([N:33]3[CH2:34][CH2:35][O:36][CH2:37][CH2:38]3)[N:18]=2)[C:25]2[CH:26]=[CH:27][CH:28]=[CH:29][C:24]=2[N:23]=1. The yield is 0.800. (4) The reactants are [OH-].[Na+].[Cl:3][C:4]1[CH:5]=[C:6]([SH:11])[CH:7]=[C:8]([Cl:10])[CH:9]=1.Cl.Cl[CH2:14][C:15]1[CH:16]=[N:17][CH:18]=[CH:19][CH:20]=1.C(Cl)Cl. The catalyst is O.C(O)C. The product is [Cl:3][C:4]1[CH:5]=[C:6]([S:11][CH2:14][C:15]2[CH:16]=[N:17][CH:18]=[CH:19][CH:20]=2)[CH:7]=[C:8]([Cl:10])[CH:9]=1. The yield is 0.950.